This data is from Reaction yield outcomes from USPTO patents with 853,638 reactions. The task is: Predict the reaction yield, written as a fraction of the theoretical maximum amount of product (1.0 means a 100% yield; for example, 0.34 means a 34% yield). The reactants are [Br:1][C:2]1[CH:19]=[CH:18][C:5]2[N:6]=[C:7]([C:9]3[CH:14]=[CH:13][CH:12]=[C:11]([N+:15]([O-])=O)[CH:10]=3)[O:8][C:4]=2[CH:3]=1.CO.[BH4-].[Na+].C(=O)(O)[O-].[Na+]. The catalyst is O1CCCC1. The product is [Br:1][C:2]1[CH:19]=[CH:18][C:5]2[N:6]=[C:7]([C:9]3[CH:10]=[C:11]([CH:12]=[CH:13][CH:14]=3)[NH2:15])[O:8][C:4]=2[CH:3]=1. The yield is 0.830.